Dataset: Reaction yield outcomes from USPTO patents with 853,638 reactions. Task: Predict the reaction yield, written as a fraction of the theoretical maximum amount of product (1.0 means a 100% yield; for example, 0.34 means a 34% yield). The reactants are [C:1]([O:5][C:6]([N:8]1[CH2:15][CH:14]2[CH:10]([CH2:11][NH:12][CH2:13]2)[CH2:9]1)=[O:7])([CH3:4])([CH3:3])[CH3:2].Cl[C:17]1[N:22]=[C:21]([CH3:23])[CH:20]=[C:19]([CH3:24])[N:18]=1.C([O-])([O-])=O.[Cs+].[Cs+].CN(C=O)C. The catalyst is CCOC(C)=O.O. The product is [C:1]([O:5][C:6]([N:8]1[CH2:9][CH:10]2[CH:14]([CH2:13][N:12]([C:17]3[N:22]=[C:21]([CH3:23])[CH:20]=[C:19]([CH3:24])[N:18]=3)[CH2:11]2)[CH2:15]1)=[O:7])([CH3:4])([CH3:2])[CH3:3]. The yield is 0.710.